From a dataset of Full USPTO retrosynthesis dataset with 1.9M reactions from patents (1976-2016). Predict the reactants needed to synthesize the given product. (1) Given the product [OH:1][C:2]([C:37]1[S:38][CH:39]=[CH:40][CH:41]=1)([C:42]1[S:43][CH:44]=[CH:45][CH:46]=1)[C:3]([O:5][C@H:6]1[CH2:7][CH2:8][C@H:9]([N:12]([CH2:14][CH2:15][C:16]([NH:18][C:19]2[CH:24]=[C:23]([O:25][CH3:26])[C:22]([CH2:27][OH:28])=[CH:21][C:20]=2[Cl:36])=[O:17])[CH3:13])[CH2:10][CH2:11]1)=[O:4], predict the reactants needed to synthesize it. The reactants are: [OH:1][C:2]([C:42]1[S:43][CH:44]=[CH:45][CH:46]=1)([C:37]1[S:38][CH:39]=[CH:40][CH:41]=1)[C:3]([O:5][C@H:6]1[CH2:11][CH2:10][C@H:9]([N:12]([CH2:14][CH2:15][C:16]([NH:18][C:19]2[CH:24]=[C:23]([O:25][CH3:26])[C:22]([CH2:27][O:28][Si](C(C)(C)C)(C)C)=[CH:21][C:20]=2[Cl:36])=[O:17])[CH3:13])[CH2:8][CH2:7]1)=[O:4].Cl.C(=O)(O)[O-].[Na+]. (2) Given the product [NH2:1][C:4]1[C:5]2[NH:12][CH:11]=[C:10]([C@@H:13]3[N:17]([C:18]([O:20][C:21]([CH3:24])([CH3:23])[CH3:22])=[O:19])[C@@H:16]4[CH2:25][O:26][Si:27]([CH:40]([CH3:42])[CH3:41])([CH:37]([CH3:39])[CH3:38])[O:28][Si:29]([CH:31]([CH3:33])[CH3:32])([CH:34]([CH3:35])[CH3:36])[O:30][C@H:15]4[C@H:14]3[O:43][C:44](=[O:57])[C@@H:45]([NH:49][C:50]([O:52][C:53]([CH3:54])([CH3:55])[CH3:56])=[O:51])[CH:46]([CH3:47])[CH3:48])[C:6]=2[N:7]=[CH:8][N:9]=1, predict the reactants needed to synthesize it. The reactants are: [N:1]([C:4]1[C:5]2[NH:12][CH:11]=[C:10]([C@@H:13]3[N:17]([C:18]([O:20][C:21]([CH3:24])([CH3:23])[CH3:22])=[O:19])[C@@H:16]4[CH2:25][O:26][Si:27]([CH:40]([CH3:42])[CH3:41])([CH:37]([CH3:39])[CH3:38])[O:28][Si:29]([CH:34]([CH3:36])[CH3:35])([CH:31]([CH3:33])[CH3:32])[O:30][C@H:15]4[C@H:14]3[O:43][C:44](=[O:57])[C@@H:45]([NH:49][C:50]([O:52][C:53]([CH3:56])([CH3:55])[CH3:54])=[O:51])[CH:46]([CH3:48])[CH3:47])[C:6]=2[N:7]=[CH:8][N:9]=1)=[N+]=[N-].